This data is from Peptide-MHC class I binding affinity with 185,985 pairs from IEDB/IMGT. The task is: Regression. Given a peptide amino acid sequence and an MHC pseudo amino acid sequence, predict their binding affinity value. This is MHC class I binding data. (1) The peptide sequence is LMKNKIKELM. The MHC is H-2-Kb with pseudo-sequence H-2-Kb. The binding affinity (normalized) is 0. (2) The peptide sequence is VITYCLVTHM. The MHC is HLA-A68:02 with pseudo-sequence HLA-A68:02. The binding affinity (normalized) is 0.449. (3) The peptide sequence is EYKKSLYKF. The MHC is HLA-B15:17 with pseudo-sequence HLA-B15:17. The binding affinity (normalized) is 0.0847. (4) The peptide sequence is LLPFMSDMSS. The MHC is H-2-Kb with pseudo-sequence H-2-Kb. The binding affinity (normalized) is 0. (5) The peptide sequence is KLPDLCTEL. The MHC is Mamu-A01 with pseudo-sequence Mamu-A01. The binding affinity (normalized) is 0.605.